Dataset: Forward reaction prediction with 1.9M reactions from USPTO patents (1976-2016). Task: Predict the product of the given reaction. (1) The product is: [CH2:1]([C:5]1[CH:6]=[CH:7][C:8]([C:9]([NH2:11])=[O:10])=[CH:12][C:13]=1[N+:25]([O-:27])=[O:26])[CH:2]([CH3:4])[CH3:3]. Given the reactants [CH2:1]([C:5]1[CH:13]=[CH:12][C:8]([C:9]([NH2:11])=[O:10])=[CH:7][CH:6]=1)[CH:2]([CH3:4])[CH3:3].COC1C([N+:25]([O-:27])=[O:26])=CC(C(N)=O)=C(C)C=1, predict the reaction product. (2) Given the reactants O[Li].O.C([O:6][C:7](=[O:25])[CH2:8][C:9]([NH:11][C:12]1[CH:17]=[CH:16][C:15]([N:18]2[CH:23]=[CH:22][CH:21]=[CH:20][C:19]2=[O:24])=[CH:14][CH:13]=1)=[O:10])C, predict the reaction product. The product is: [O:24]=[C:19]1[CH:20]=[CH:21][CH:22]=[CH:23][N:18]1[C:15]1[CH:14]=[CH:13][C:12]([NH:11][C:9](=[O:10])[CH2:8][C:7]([OH:25])=[O:6])=[CH:17][CH:16]=1. (3) Given the reactants [NH2:1][C:2]1[CH:9]=[CH:8][C:5]([C:6]#[N:7])=[C:4]([Cl:10])[CH:3]=1.[O:11]=[C:12]1[O:16][C@@H:15]([C:17](O)=[O:18])[CH2:14][CH2:13]1.C(P1(=O)OP(CCC)(=O)OP(CCC)(=O)O1)CC.CCN(C(C)C)C(C)C, predict the reaction product. The product is: [Cl:10][C:4]1[CH:3]=[C:2]([NH:1][C:17]([C@H:15]2[CH2:14][CH2:13][C:12](=[O:11])[O:16]2)=[O:18])[CH:9]=[CH:8][C:5]=1[C:6]#[N:7]. (4) Given the reactants [CH:1]([N:4]([CH3:17])[C:5]1[NH:9][C:8]2[CH:10]=[C:11]([N+:14]([O-])=O)[CH:12]=[CH:13][C:7]=2[N:6]=1)([CH3:3])[CH3:2].C(N(CC)CC)C.[F:25][C:26]([F:39])([F:38])[C:27]1[CH:32]=[CH:31][C:30]([CH2:33][CH2:34][C:35](O)=[O:36])=[CH:29][CH:28]=1.O, predict the reaction product. The product is: [CH:1]([N:4]([CH3:17])[C:5]1[NH:9][C:8]2[CH:10]=[C:11]([NH:14][C:35](=[O:36])[CH2:34][CH2:33][C:30]3[CH:29]=[CH:28][C:27]([C:26]([F:38])([F:39])[F:25])=[CH:32][CH:31]=3)[CH:12]=[CH:13][C:7]=2[N:6]=1)([CH3:3])[CH3:2]. (5) Given the reactants FC(F)(F)C(O)=O.[F:8][C:9]1([F:28])[CH2:12][CH:11]([O:13][C:14]2[CH:15]=[C:16]([CH2:20][C:21]([O:23]C(C)(C)C)=[O:22])[CH:17]=[N:18][CH:19]=2)[CH2:10]1, predict the reaction product. The product is: [F:28][C:9]1([F:8])[CH2:12][CH:11]([O:13][C:14]2[CH:15]=[C:16]([CH2:20][C:21]([OH:23])=[O:22])[CH:17]=[N:18][CH:19]=2)[CH2:10]1. (6) The product is: [ClH:34].[Cl:34][C:31]1[CH:32]=[CH:33][C:28]2[N:27]=[C:5]([CH2:4][CH:3]([CH2:8][N:9]3[CH2:14][CH2:13][CH2:12][CH:11]([C:15]4[CH:20]=[CH:19][CH:18]=[C:17]([C:21]([F:24])([F:22])[F:23])[CH:16]=4)[CH2:10]3)[C:2]([F:26])([F:25])[F:1])[O:35][C:29]=2[CH:30]=1. Given the reactants [F:1][C:2]([F:26])([F:25])[CH:3]([CH2:8][N:9]1[CH2:14][CH2:13][CH2:12][CH:11]([C:15]2[CH:20]=[CH:19][CH:18]=[C:17]([C:21]([F:24])([F:23])[F:22])[CH:16]=2)[CH2:10]1)[CH2:4][C:5](O)=O.[NH2:27][C:28]1[CH:33]=[CH:32][C:31]([Cl:34])=[CH:30][C:29]=1[OH:35].C1(C)C=CC(S(O)(=O)=O)=CC=1.Cl, predict the reaction product. (7) Given the reactants [CH3:1][O:2][C:3]1[CH:8]=[CH:7][C:6]([CH2:9][NH2:10])=[CH:5][CH:4]=1.Br[C:12]1[C:13]2[N:14]([C:19]([C:22]([NH:24][C:25]3[CH:30]=[CH:29][N:28]=[CH:27][CH:26]=3)=[O:23])=[CH:20][N:21]=2)[N:15]=[C:16](Cl)[CH:17]=1.ClC1C=C(Cl)C2N(C(C(NC3C=CN=CC=3)=O)=CN=2)N=1.[C@H:51]1([NH2:58])[CH2:56][CH2:55][C@H:54]([NH2:57])[CH2:53][CH2:52]1, predict the reaction product. The product is: [NH2:57][C@H:54]1[CH2:55][CH2:56][C@H:51]([NH:58][C:16]2[CH:17]=[C:12]([NH:10][CH2:9][C:6]3[CH:7]=[CH:8][C:3]([O:2][CH3:1])=[CH:4][CH:5]=3)[C:13]3[N:14]([C:19]([C:22]([NH:24][C:25]4[CH:30]=[CH:29][N:28]=[CH:27][CH:26]=4)=[O:23])=[CH:20][N:21]=3)[N:15]=2)[CH2:52][CH2:53]1. (8) Given the reactants [C:1]([N:8]1[CH2:12][C@@H:11]([OH:13])[CH2:10][C@H:9]1[C:14]([O:16][CH3:17])=[O:15])([O:3][C:4]([CH3:7])([CH3:6])[CH3:5])=[O:2].I[CH3:19], predict the reaction product. The product is: [C:1]([N:8]1[CH2:12][C@@H:11]([O:13][CH3:19])[CH2:10][C@H:9]1[C:14]([O:16][CH3:17])=[O:15])([O:3][C:4]([CH3:7])([CH3:6])[CH3:5])=[O:2]. (9) Given the reactants [C:1](=[O:16])([O:14][CH3:15])[O:2][C:3]1[CH:8]=[CH:7][C:6]([F:9])=[CH:5][C:4]=1[C:10]([CH3:13])([CH3:12])[CH3:11].[N+:17]([O-:20])([OH:19])=[O:18], predict the reaction product. The product is: [C:1](=[O:16])([O:14][CH3:15])[O:2][C:3]1[CH:8]=[C:7]([N+:17]([O-:19])=[O:18])[C:6]([F:9])=[CH:5][C:4]=1[C:10]([CH3:11])([CH3:12])[CH3:13].[C:1](=[O:16])([O:14][CH3:15])[O:2][C:3]1[C:8]([N+:17]([O-:20])=[O:18])=[CH:7][C:6]([F:9])=[CH:5][C:4]=1[C:10]([CH3:11])([CH3:12])[CH3:13].